From a dataset of Full USPTO retrosynthesis dataset with 1.9M reactions from patents (1976-2016). Predict the reactants needed to synthesize the given product. (1) Given the product [CH2:13]([NH:16][C:4]1[C:5]2[S:10][CH:9]=[C:8]([CH3:11])[C:6]=2[N:7]=[C:2]([Cl:1])[N:3]=1)[CH:14]=[CH2:15], predict the reactants needed to synthesize it. The reactants are: [Cl:1][C:2]1[N:3]=[C:4](Cl)[C:5]2[S:10][CH:9]=[C:8]([CH3:11])[C:6]=2[N:7]=1.[CH2:13]([NH2:16])[CH:14]=[CH2:15]. (2) Given the product [CH2:3]([O:10][C:11]1[CH:12]=[C:13]([C:25]2[CH2:29][C:28]([CH2:33][CH2:34][OH:35])([CH2:30][OH:31])[O:27][N:26]=2)[CH:14]=[CH:15][C:16]=1[O:17][CH2:18][C:19]1[CH:24]=[CH:23][CH:22]=[CH:21][CH:20]=1)[C:4]1[CH:9]=[CH:8][CH:7]=[CH:6][CH:5]=1, predict the reactants needed to synthesize it. The reactants are: [BH4-].[Na+].[CH2:3]([O:10][C:11]1[CH:12]=[C:13]([C:25]2[CH2:29][C:28]([CH2:33][C:34](O)=[O:35])([C:30](O)=[O:31])[O:27][N:26]=2)[CH:14]=[CH:15][C:16]=1[O:17][CH2:18][C:19]1[CH:24]=[CH:23][CH:22]=[CH:21][CH:20]=1)[C:4]1[CH:9]=[CH:8][CH:7]=[CH:6][CH:5]=1.FB(F)F.[OH-].[Na+]. (3) Given the product [CH2:1]([O:3][C:4]1[CH:9]=[CH:8][C:7]([C:10]([F:12])([F:13])[F:11])=[CH:6][C:5]=1[C:14]1[CH:18]=[C:17]([C:19]2[CH:28]=[CH:27][C:26]3[C:21](=[CH:22][CH:23]=[C:24]([O:29][CH3:30])[CH:25]=3)[CH:20]=2)[N:16]([C@H:31]([C:33]2[CH:34]=[CH:35][C:36]([C:37]([OH:39])=[O:38])=[CH:42][CH:43]=2)[CH3:32])[N:15]=1)[CH3:2], predict the reactants needed to synthesize it. The reactants are: [CH2:1]([O:3][C:4]1[CH:9]=[CH:8][C:7]([C:10]([F:13])([F:12])[F:11])=[CH:6][C:5]=1[C:14]1[CH:18]=[C:17]([C:19]2[CH:28]=[CH:27][C:26]3[C:21](=[CH:22][CH:23]=[C:24]([O:29][CH3:30])[CH:25]=3)[CH:20]=2)[N:16]([C@H:31]([C:33]2[CH:43]=[CH:42][C:36]([C:37]([O:39]CC)=[O:38])=[CH:35][CH:34]=2)[CH3:32])[N:15]=1)[CH3:2].[OH-].[Na+].Cl. (4) Given the product [CH2:10]([O:12][C:13](=[O:24])[C:14](=[CH:20][NH:9][C:7]1[CH:6]=[CH:5][CH:4]=[C:3]([CH2:1][CH3:2])[N:8]=1)[C:15]([O:17][CH2:18][CH3:19])=[O:16])[CH3:11], predict the reactants needed to synthesize it. The reactants are: [CH2:1]([C:3]1[N:8]=[C:7]([NH2:9])[CH:6]=[CH:5][CH:4]=1)[CH3:2].[CH2:10]([O:12][C:13](=[O:24])[C:14](=[CH:20]OCC)[C:15]([O:17][CH2:18][CH3:19])=[O:16])[CH3:11]. (5) Given the product [F:1][C:2]1[CH:7]=[C:6]([I:8])[CH:5]=[CH:4][C:3]=1[NH:9][C:10]1[CH:18]=[N:17][CH:16]=[CH:15][C:11]=1[C:12]([NH:24][CH2:23][C:22]1[CH:25]=[C:26]([C:28]([F:29])([F:30])[F:31])[CH:27]=[C:20]([F:19])[CH:21]=1)=[O:14], predict the reactants needed to synthesize it. The reactants are: [F:1][C:2]1[CH:7]=[C:6]([I:8])[CH:5]=[CH:4][C:3]=1[NH:9][C:10]1[CH:18]=[N:17][CH:16]=[CH:15][C:11]=1[C:12]([OH:14])=O.[F:19][C:20]1[CH:21]=[C:22]([CH:25]=[C:26]([C:28]([F:31])([F:30])[F:29])[CH:27]=1)[CH2:23][NH2:24].